Regression/Classification. Given a drug SMILES string, predict its toxicity properties. Task type varies by dataset: regression for continuous values (e.g., LD50, hERG inhibition percentage) or binary classification for toxic/non-toxic outcomes (e.g., AMES mutagenicity, cardiotoxicity, hepatotoxicity). Dataset: herg_karim. From a dataset of hERG potassium channel inhibition data for cardiac toxicity prediction from Karim et al.. (1) The molecule is CC[C@H](C)C(=O)O[C@H]1C[C@@H](C)C=C2C=C[C@H](C)[C@H](CC[C@@H]3C[C@@H](O)CC(=O)O3)[C@H]21. The result is 1 (blocker). (2) The drug is CC(C(O)c1ccc2c(c1)CCC(=O)N2)N1CCC(O)(c2ccc(Cl)cc2)CC1. The result is 1 (blocker). (3) The compound is OCC1CCN(CCOc2ccc(Oc3nc4ccccc4s3)cc2)CC1. The result is 1 (blocker). (4) The drug is COc1ccc(-c2c[nH]c(C(C)(C)N)n2)cc1. The result is 0 (non-blocker). (5) The molecule is C[C@@H]1CCCN1CCc1cc2cc(-c3cnccn3)ccc2o1. The result is 0 (non-blocker). (6) The drug is CCc1noc(-c2nnc3n2CCN(C(=O)c2ccc(-c4cccs4)cc2)[C@@H]3C)n1. The result is 0 (non-blocker). (7) The compound is CN1Cc2cc(N3CCOCC3)ccc2[C@@H](c2ccc3sccc3c2)C1. The result is 1 (blocker). (8) The compound is Cc1ncccc1-c1nnc(CCCCN2CC3C[C@]3(c3ccc(C(F)(F)F)cc3)C2)n1C. The result is 1 (blocker).